This data is from Catalyst prediction with 721,799 reactions and 888 catalyst types from USPTO. The task is: Predict which catalyst facilitates the given reaction. (1) Reactant: [Br:1][C:2]1[CH:3]=[C:4]2[N:10]=[C:9](/[CH:11]=[CH:12]/[C:13]3[N:18]=[C:17]([NH:19]C(=O)C)[CH:16]=[C:15]([CH3:23])[CH:14]=3)[NH:8][C:5]2=[N:6][CH:7]=1.N. Product: [Br:1][C:2]1[CH:3]=[C:4]2[N:10]=[C:9](/[CH:11]=[CH:12]/[C:13]3[N:18]=[C:17]([NH2:19])[CH:16]=[C:15]([CH3:23])[CH:14]=3)[NH:8][C:5]2=[N:6][CH:7]=1. The catalyst class is: 65. (2) Reactant: S(Cl)([Cl:3])=O.[Br:5][CH2:6][CH2:7][C:8]([C:18]1[CH:23]=[CH:22][CH:21]=[CH:20][CH:19]=1)([C:12]1[CH:17]=[CH:16][CH:15]=[CH:14][CH:13]=1)[C:9](O)=[O:10]. Product: [Br:5][CH2:6][CH2:7][C:8]([C:18]1[CH:23]=[CH:22][CH:21]=[CH:20][CH:19]=1)([C:12]1[CH:17]=[CH:16][CH:15]=[CH:14][CH:13]=1)[C:9]([Cl:3])=[O:10]. The catalyst class is: 22. (3) Reactant: [C:1]1(=[O:11])[O:6][C:4](=O)[C:3]2=[CH:7][CH:8]=[CH:9][CH:10]=[C:2]12.[NH2:12][CH2:13][CH2:14][CH2:15][CH2:16][OH:17].[Cl-].[Na+]. Product: [OH:17][CH2:16][CH2:15][CH2:14][CH2:13][N:12]1[C:1](=[O:11])[C:2]2[C:3](=[CH:7][CH:8]=[CH:9][CH:10]=2)[C:4]1=[O:6]. The catalyst class is: 11. (4) Reactant: Br[C:2]1[C:7]([CH3:8])=[CH:6][C:5]([O:9][CH2:10][CH2:11][O:12][CH2:13][CH3:14])=[CH:4][C:3]=1[CH3:15].CCCCCC.C([Li])CCC.[B:27](OC(C)C)([O:32]C(C)C)[O:28]C(C)C.Cl. Product: [CH2:13]([O:12][CH2:11][CH2:10][O:9][C:5]1[CH:6]=[C:7]([CH3:8])[C:2]([B:27]([OH:32])[OH:28])=[C:3]([CH3:15])[CH:4]=1)[CH3:14]. The catalyst class is: 7.